Dataset: Catalyst prediction with 721,799 reactions and 888 catalyst types from USPTO. Task: Predict which catalyst facilitates the given reaction. (1) Reactant: CN1CCOCC1.[Cl:8][C:9]1[CH:17]=[C:16]([Cl:18])[CH:15]=[CH:14][C:10]=1[C:11](Cl)=[O:12].[NH2:19][C:20]1[CH:21]=[C:22]2[C:26](=[CH:27][CH:28]=1)[C:25](=[O:29])[N:24]([CH:30]1[CH2:35][CH2:34][CH2:33][CH2:32][CH2:31]1)[CH2:23]2. Product: [Cl:8][C:9]1[CH:17]=[C:16]([Cl:18])[CH:15]=[CH:14][C:10]=1[C:11]([NH:19][C:20]1[CH:21]=[C:22]2[C:26](=[CH:27][CH:28]=1)[C:25](=[O:29])[N:24]([CH:30]1[CH2:35][CH2:34][CH2:33][CH2:32][CH2:31]1)[CH2:23]2)=[O:12]. The catalyst class is: 67. (2) Reactant: [O:1]1[C:6]2=[CH:7][CH:8]=[CH:9][C:5]2=[CH:4][CH:3]=[C:2]1[C:10]1[CH:15]=[CH:14][CH:13]=[CH:12][C:11]=1/[CH:16]=[CH:17]/[S:18]([NH:21][C:22]1[CH:27]=[CH:26][CH:25]=[CH:24][C:23]=1[S:28]([NH2:31])(=[O:30])=[O:29])(=[O:20])=[O:19].[H][H]. Product: [O:1]1[C:6]2=[CH:7][CH:8]=[CH:9][C:5]2=[CH:4][CH:3]=[C:2]1[C:10]1[CH:15]=[CH:14][CH:13]=[CH:12][C:11]=1[CH2:16][CH2:17][S:18]([NH:21][C:22]1[CH:27]=[CH:26][CH:25]=[CH:24][C:23]=1[S:28]([NH2:31])(=[O:30])=[O:29])(=[O:20])=[O:19]. The catalyst class is: 78. (3) Reactant: [ClH:1].C(OC([NH:9][CH2:10][C@H:11]1[CH2:16][CH2:15][C@H:14]([C:17]([NH:19][C@H:20]([C:50](=[O:63])[NH:51][C:52]2[CH:57]=[CH:56][C:55]([C:58]3[N:59]=[N:60][NH:61][N:62]=3)=[CH:54][CH:53]=2)[CH2:21][C:22]2[CH:27]=[CH:26][C:25]([C:28]3[C:33]([CH3:34])=[CH:32][CH:31]=[C:30]([C:35]([NH:37][C@@H:38]4[CH2:42][CH2:41][N:40](C(OC(C)(C)C)=O)[CH2:39]4)=[O:36])[CH:29]=3)=[CH:24][CH:23]=2)=[O:18])[CH2:13][CH2:12]1)=O)(C)(C)C. Product: [ClH:1].[NH2:9][CH2:10][C@H:11]1[CH2:12][CH2:13][C@H:14]([C:17]([NH:19][C@H:20]([C:50](=[O:63])[NH:51][C:52]2[CH:53]=[CH:54][C:55]([C:58]3[N:59]=[N:60][NH:61][N:62]=3)=[CH:56][CH:57]=2)[CH2:21][C:22]2[CH:23]=[CH:24][C:25]([C:28]3[C:33]([CH3:34])=[CH:32][CH:31]=[C:30]([C:35]([NH:37][C@@H:38]4[CH2:42][CH2:41][NH:40][CH2:39]4)=[O:36])[CH:29]=3)=[CH:26][CH:27]=2)=[O:18])[CH2:15][CH2:16]1. The catalyst class is: 12. (4) The catalyst class is: 7. Product: [CH3:7][C:8]1[CH:9]=[CH:10][C:11]([CH2:12][N:13]2[CH:17]=[C:16]([CH2:18][OH:19])[CH:15]=[N:14]2)=[CH:23][CH:24]=1. Reactant: [H-].[Al+3].[Li+].[H-].[H-].[H-].[CH3:7][C:8]1[CH:24]=[CH:23][C:11]([CH2:12][N:13]2[CH:17]=[C:16]([C:18](OCC)=[O:19])[CH:15]=[N:14]2)=[CH:10][CH:9]=1. (5) Reactant: [Br:1][C:2]1[CH:7]=[CH:6][CH:5]=[C:4]([N+:8]([O-:10])=[O:9])[C:3]=1F.[NH2:12][C:13]1[CH:18]=[CH:17][CH:16]=[CH:15][CH:14]=1. Product: [Br:1][C:2]1[CH:7]=[CH:6][CH:5]=[C:4]([N+:8]([O-:10])=[O:9])[C:3]=1[NH:12][C:13]1[CH:18]=[CH:17][CH:16]=[CH:15][CH:14]=1. The catalyst class is: 16. (6) Reactant: [CH3:1][C:2]1[NH:3][C:4]2[C:9]([CH:10]=1)=[C:8]([C:11]([F:14])([F:13])[F:12])[C:7]([C:15]#[N:16])=[CH:6][CH:5]=2.C([O-])([O-])=O.[Cs+].[Cs+].Br[CH2:24][C:25]#[N:26]. Product: [C:25]([CH2:24][N:3]1[C:4]2[C:9](=[C:8]([C:11]([F:12])([F:14])[F:13])[C:7]([C:15]#[N:16])=[CH:6][CH:5]=2)[CH:10]=[C:2]1[CH3:1])#[N:26]. The catalyst class is: 3.